From a dataset of Forward reaction prediction with 1.9M reactions from USPTO patents (1976-2016). Predict the product of the given reaction. Given the reactants Br[C:2]1[N:6]([CH:7]([CH3:9])[CH3:8])[C:5]2[C@H:10]([C:22]3[CH:27]=[CH:26][C:25]([Cl:28])=[CH:24][CH:23]=3)[N:11]([C@H:14]3[CH2:19][CH2:18][C@H:17]([O:20][CH3:21])[CH2:16][CH2:15]3)[C:12](=[O:13])[C:4]=2[CH:3]=1.[CH3:29][O:30][C:31]1[C:36](B2OC(C)(C)C(C)(C)O2)=[CH:35][N:34]=[C:33]([NH2:46])[N:32]=1.BrC1N(C(C)C)C2C(C3C=CC(Cl)=CC=3)N(C3C=C(Cl)C=CC=3C)C(=O)C=2C=1.C(C1C=CC(OC)=C(B(O)O)C=1)#N, predict the reaction product. The product is: [NH2:46][C:33]1[N:32]=[C:31]([O:30][CH3:29])[C:36]([C:2]2[N:6]([CH:7]([CH3:8])[CH3:9])[C:5]3[CH:10]([C:22]4[CH:23]=[CH:24][C:25]([Cl:28])=[CH:26][CH:27]=4)[N:11]([C@H:14]4[CH2:15][CH2:16][C@H:17]([O:20][CH3:21])[CH2:18][CH2:19]4)[C:12](=[O:13])[C:4]=3[CH:3]=2)=[CH:35][N:34]=1.